This data is from Full USPTO retrosynthesis dataset with 1.9M reactions from patents (1976-2016). The task is: Predict the reactants needed to synthesize the given product. (1) Given the product [OH:28][CH2:29][C:30]1[N:35]=[CH:34][C:33]([C:2]2[C:3]([N:22]3[CH2:23][CH2:24][O:25][CH2:26][CH2:27]3)=[N:4][CH:5]=[C:6]([C:7]([NH:9][C:10]3[CH:15]=[CH:14][C:13]([O:16][C:17]([F:19])([F:20])[F:18])=[CH:12][CH:11]=3)=[O:8])[CH:21]=2)=[CH:32][CH:31]=1, predict the reactants needed to synthesize it. The reactants are: Br[C:2]1[C:3]([N:22]2[CH2:27][CH2:26][O:25][CH2:24][CH2:23]2)=[N:4][CH:5]=[C:6]([CH:21]=1)[C:7]([NH:9][C:10]1[CH:15]=[CH:14][C:13]([O:16][C:17]([F:20])([F:19])[F:18])=[CH:12][CH:11]=1)=[O:8].[OH:28][CH2:29][C:30]1[N:35]=[CH:34][C:33](B(O)O)=[CH:32][CH:31]=1.C([O-])([O-])=O.[Na+].[Na+].COCCOC. (2) Given the product [CH3:1][C:2]1[C:11]2[C:6](=[CH:7][CH:8]=[CH:9][CH:10]=2)[N:5]=[C:4]2[CH:13]([OH:21])[CH2:14][CH2:15][CH2:16][CH2:17][C:3]=12, predict the reactants needed to synthesize it. The reactants are: [CH3:1][C:2]1[C:11]2[C:6](=[CH:7][CH:8]=[CH:9][CH:10]=2)[N+:5]([O-])=[C:4]2[CH2:13][CH2:14][CH2:15][CH2:16][CH2:17][C:3]=12.FC(F)(F)C(OC(=O)C(F)(F)F)=[O:21]. (3) The reactants are: Cl[C:2]1[C:7]([N+:8]([O-:10])=[O:9])=[CH:6][C:5]([N+:11]([O-])=O)=[CH:4][N:3]=1.[C:14]([O:20][CH2:21][C:22](N)=[S:23])(=[O:19])[C:15]([CH3:18])([CH3:17])[CH3:16].C(OCC)(=O)C. Given the product [CH3:16][C:15]([CH3:18])([CH3:17])[C:14]([O:20][CH2:21][C:22]1[S:23][C:4]2[C:5]([N:11]=1)=[CH:6][C:7]([N+:8]([O-:10])=[O:9])=[CH:2][N:3]=2)=[O:19], predict the reactants needed to synthesize it. (4) Given the product [CH3:25][O:24][C:7]1[CH:6]=[CH:5][C:4]2[N:3]=[C:2]([NH:37][C:35]3[NH:34][N:33]=[C:32]([C:26]4[CH:31]=[CH:30][CH:29]=[CH:28][CH:27]=4)[CH:36]=3)[C:11]3=[N:12][NH:13][CH:14]=[C:10]3[C:9]=2[CH:8]=1, predict the reactants needed to synthesize it. The reactants are: Cl[C:2]1[C:11]2=[N:12][N:13](CC3C=CC(OC)=CC=3)[CH:14]=[C:10]2[C:9]2[CH:8]=[C:7]([O:24][CH3:25])[CH:6]=[CH:5][C:4]=2[N:3]=1.[C:26]1([C:32]2[CH:36]=[C:35]([NH2:37])[NH:34][N:33]=2)[CH:31]=[CH:30][CH:29]=[CH:28][CH:27]=1.Cl. (5) Given the product [Cl:8][C:7]1[C:6]([NH:22][CH2:21][CH:19]2[CH2:20][CH:18]2[C:15]2[CH:14]=[CH:13][C:12]([F:11])=[CH:17][CH:16]=2)=[CH:5][N:4]=[N:3][C:2]=1[Cl:1], predict the reactants needed to synthesize it. The reactants are: [Cl:1][C:2]1[N:3]=[N:4][CH:5]=[C:6](Cl)[C:7]=1[Cl:8].Cl.[F:11][C:12]1[CH:17]=[CH:16][C:15]([CH:18]2[CH2:20][CH:19]2[CH2:21][NH2:22])=[CH:14][CH:13]=1.C(=O)([O-])[O-].[K+].[K+].